From a dataset of Full USPTO retrosynthesis dataset with 1.9M reactions from patents (1976-2016). Predict the reactants needed to synthesize the given product. (1) The reactants are: [F:1][C:2]1[CH:7]=[C:6]([N:8]2[CH2:12][CH:11]([CH2:13][NH:14][C:15](=[O:17])[CH3:16])[O:10][C:9]2=[O:18])[CH:5]=[CH:4][C:3]=1[C:19]1[CH:24]=[CH:23][C:22]([CH2:25][NH:26][CH2:27][C:28]2[N:29]=[N:30][NH:31][CH:32]=2)=[CH:21][CH:20]=1.[BrH:33].C(O)(C)C. Given the product [BrH:33].[F:1][C:2]1[CH:7]=[C:6]([N:8]2[CH2:12][C@H:11]([CH2:13][NH:14][C:15](=[O:17])[CH3:16])[O:10][C:9]2=[O:18])[CH:5]=[CH:4][C:3]=1[C:19]1[CH:24]=[CH:23][C:22]([CH2:25][NH:26][CH2:27][C:28]2[NH:29][N:30]=[N:31][CH:32]=2)=[CH:21][CH:20]=1, predict the reactants needed to synthesize it. (2) Given the product [N:25]([CH2:9][C:4]1[C:5]([CH3:8])=[N:6][CH:7]=[C:2]([Cl:1])[CH:3]=1)=[N+:26]=[N-:27], predict the reactants needed to synthesize it. The reactants are: [Cl:1][C:2]1[CH:3]=[C:4]([CH2:9]O)[C:5]([CH3:8])=[N:6][CH:7]=1.C1(P([N:25]=[N+:26]=[N-:27])(C2C=CC=CC=2)=O)C=CC=CC=1.N12CCCN=C1CCCCC2. (3) Given the product [Br:20][C:21]1[S:22][C:23]([C:27]([NH:10][CH2:9][C:4]2[CH:5]=[CH:6][C:7]([F:8])=[C:2]([F:1])[CH:3]=2)=[O:28])=[C:24]([CH3:26])[N:25]=1, predict the reactants needed to synthesize it. The reactants are: [F:1][C:2]1[CH:3]=[C:4]([CH2:9][NH2:10])[CH:5]=[CH:6][C:7]=1[F:8].FC1C=CC(CN)=CC=1.[Br:20][C:21]1[S:22][C:23]([C:27](O)=[O:28])=[C:24]([CH3:26])[N:25]=1. (4) Given the product [F:30][C:28]([F:29])([F:31])[CH2:27][O:26][C:23]1[CH:24]=[CH:25][C:20]([N:17]2[CH2:16][CH2:15][N:14]([S:11](/[CH:10]=[CH:9]/[CH2:8][CH2:7][C:2]3[N:3]=[CH:4][CH:5]=[CH:6][N:1]=3)(=[O:13])=[O:12])[CH2:19][CH2:18]2)=[N:21][CH:22]=1, predict the reactants needed to synthesize it. The reactants are: [N:1]1[CH:6]=[CH:5][CH:4]=[N:3][C:2]=1[CH2:7][CH2:8][CH:9](O)[CH2:10][S:11]([N:14]1[CH2:19][CH2:18][N:17]([C:20]2[CH:25]=[CH:24][C:23]([O:26][CH2:27][C:28]([F:31])([F:30])[F:29])=[CH:22][N:21]=2)[CH2:16][CH2:15]1)(=[O:13])=[O:12].CS(Cl)(=O)=O.C(N(CC)CC)C. (5) Given the product [CH3:17][C:5]([CH3:18])([C:6]([NH:8][CH2:9][CH2:10][N:11]1[CH2:16][CH2:15][O:14][CH2:13][CH2:12]1)=[O:7])[C:4]([OH:19])=[O:3], predict the reactants needed to synthesize it. The reactants are: C([O:3][C:4](=[O:19])[C:5]([CH3:18])([CH3:17])[C:6]([NH:8][CH2:9][CH2:10][N:11]1[CH2:16][CH2:15][O:14][CH2:13][CH2:12]1)=[O:7])C.[OH-].[K+].C(O)C. (6) Given the product [C:8]([C:6]1[CH:5]=[CH:4][C:3]2[N:10]([CH:11]3[CH2:12][CH2:13][N:14]([C:17]([O:19][C:20]([CH3:23])([CH3:22])[CH3:21])=[O:18])[CH2:15][CH2:16]3)[C:25](=[O:24])[NH:1][C:2]=2[CH:7]=1)#[N:9], predict the reactants needed to synthesize it. The reactants are: [NH2:1][C:2]1[CH:7]=[C:6]([C:8]#[N:9])[CH:5]=[CH:4][C:3]=1[NH:10][CH:11]1[CH2:16][CH2:15][N:14]([C:17]([O:19][C:20]([CH3:23])([CH3:22])[CH3:21])=[O:18])[CH2:13][CH2:12]1.[O:24]1CCC[CH2:25]1. (7) Given the product [CH2:12]([O:11][C:9](=[O:10])[CH:8]([N:30]1[CH2:29][CH2:28][N:27]([C:25]([O:24][C:20]([CH3:23])([CH3:22])[CH3:21])=[O:26])[CH2:32][CH2:31]1)[C:14]1[CH:19]=[CH:18][CH:17]=[CH:16][N:15]=1)[CH3:13], predict the reactants needed to synthesize it. The reactants are: C([O-])([O-])=O.[K+].[K+].Br[CH:8]([C:14]1[CH:19]=[CH:18][CH:17]=[CH:16][N:15]=1)[C:9]([O:11][CH2:12][CH3:13])=[O:10].[C:20]([O:24][C:25]([N:27]1[CH2:32][CH2:31][NH:30][CH2:29][CH2:28]1)=[O:26])([CH3:23])([CH3:22])[CH3:21]. (8) Given the product [Cl:1][C:2]1[CH:7]=[CH:6][CH:5]=[CH:4][C:3]=1[C@H:8]([O:10][C:11]([NH:12][C:13]1[N:14]([C:19]2[CH:24]=[CH:23][C:22]([C:36]3[CH:37]=[CH:38][C:33]([C:30]4([C:27]([OH:29])=[O:28])[CH2:32][CH2:31]4)=[CH:34][CH:35]=3)=[CH:21][CH:20]=2)[N:15]=[CH:16][C:17]=1[F:18])=[O:26])[CH3:9], predict the reactants needed to synthesize it. The reactants are: [Cl:1][C:2]1[CH:7]=[CH:6][CH:5]=[CH:4][C:3]=1[C@H:8]([O:10][C:11](=[O:26])[NH:12][C:13]1[N:14]([C:19]2[CH:24]=[CH:23][C:22](Br)=[CH:21][CH:20]=2)[N:15]=[CH:16][C:17]=1[F:18])[CH3:9].[C:27]([C:30]1([C:33]2[CH:38]=[CH:37][C:36](B(O)O)=[CH:35][CH:34]=2)[CH2:32][CH2:31]1)([OH:29])=[O:28]. (9) Given the product [Br:27][CH2:28][CH2:29][N:30]1[C:35](=[O:38])[N:6]2[CH:7]([C:20]3[CH:21]=[CH:22][CH:23]=[CH:24][CH:25]=3)[C:8]3[NH:9][C:10]4[C:15]([C:16]=3[CH2:17][C:5]2([CH3:26])[C:31]1=[O:32])=[CH:14][C:13]([O:18][CH3:19])=[CH:12][CH:11]=4, predict the reactants needed to synthesize it. The reactants are: COC([C:5]1([CH3:26])[CH2:17][C:16]2[C:15]3[C:10](=[CH:11][CH:12]=[C:13]([O:18][CH3:19])[CH:14]=3)[NH:9][C:8]=2[CH:7]([C:20]2[CH:25]=[CH:24][CH:23]=[CH:22][CH:21]=2)[NH:6]1)=O.[Br:27][CH2:28][CH2:29][N:30]=[C:31]=[O:32].O.C[C:35](=[O:38])CC.